This data is from Reaction yield outcomes from USPTO patents with 853,638 reactions. The task is: Predict the reaction yield, written as a fraction of the theoretical maximum amount of product (1.0 means a 100% yield; for example, 0.34 means a 34% yield). (1) The reactants are [CH2:1]([O:3][C:4]([C:6]1[C:14]2[C:9](=[CH:10][CH:11]=[C:12]([CH2:15][C:16]([O:18][CH2:19][CH3:20])=[O:17])[CH:13]=2)[NH:8][C:7]=1[CH3:21])=[O:5])[CH3:2].[Br:22]Br. The catalyst is C(O)(=O)C. The product is [CH2:1]([O:3][C:4]([C:6]1[C:14]2[C:9](=[CH:10][C:11]([Br:22])=[C:12]([CH2:15][C:16]([O:18][CH2:19][CH3:20])=[O:17])[CH:13]=2)[NH:8][C:7]=1[CH3:21])=[O:5])[CH3:2]. The yield is 0.860. (2) The catalyst is O.[Br-].C([N+](CCCC)(CCCC)CCCC)CCC.[Cl-].[Na+].O.C(OCC)C. The reactants are [CH3:1][O:2]S([O-])(=O)=O.C[S+](C)C.[OH-].[Na+].[CH3:13][C:14]1[CH:15]=[C:16]([CH:19]=[CH:20][C:21]=1[CH3:22])[CH:17]=O.C(Cl)Cl. The product is [CH3:13][C:14]1[CH:15]=[C:16]([CH:17]2[CH2:1][O:2]2)[CH:19]=[CH:20][C:21]=1[CH3:22]. The yield is 0.780. (3) The reactants are [Cl:1][C:2]1[C:11]2[C:6](=[CH:7][CH:8]=[C:9]([F:12])[CH:10]=2)[C:5]([O:13]C)=[CH:4][N:3]=1.B(Br)(Br)Br. The catalyst is C(Cl)Cl. The product is [Cl:1][C:2]1[C:11]2[C:6](=[CH:7][CH:8]=[C:9]([F:12])[CH:10]=2)[C:5]([OH:13])=[CH:4][N:3]=1. The yield is 0.930. (4) The reactants are [NH:1]1[CH2:6][CH2:5][NH:4][CH2:3][CH2:2]1.F[C:8]1[C:13]([O:14][CH:15]([CH3:17])[CH3:16])=[CH:12][N:11]=[C:10]2[NH:18][CH:19]=[CH:20][C:9]=12. The catalyst is CN1C(=O)CCC1. The product is [CH:15]([O:14][C:13]1[C:8]([N:1]2[CH2:6][CH2:5][NH:4][CH2:3][CH2:2]2)=[C:9]2[CH:20]=[CH:19][NH:18][C:10]2=[N:11][CH:12]=1)([CH3:17])[CH3:16]. The yield is 0.490. (5) The reactants are [NH2:1][C:2]1[CH:7]=[CH:6][C:5]([CH2:8][CH2:9][O:10][C:11]2[CH:12]=[C:13]([OH:18])[CH:14]=[C:15]([CH3:17])[CH:16]=2)=[C:4]([CH:19]=[N:20][C:21]([O:23][C:24]([CH3:27])([CH3:26])[CH3:25])=[O:22])[CH:3]=1.[Cl:28][C:29]1[CH:34]=[CH:33][CH:32]=[CH:31][C:30]=1[S:35](Cl)(=[O:37])=[O:36]. The catalyst is CN(C)C1C=CN=CC=1.CC#N. The product is [Cl:28][C:29]1[CH:34]=[CH:33][CH:32]=[CH:31][C:30]=1[S:35]([O:18][C:13]1[CH:14]=[C:15]([CH3:17])[CH:16]=[C:11]([O:10][CH2:9][CH2:8][C:5]2[CH:6]=[CH:7][C:2]([NH2:1])=[CH:3][C:4]=2[CH:19]=[N:20][C:21]([O:23][C:24]([CH3:27])([CH3:26])[CH3:25])=[O:22])[CH:12]=1)(=[O:37])=[O:36]. The yield is 0.490. (6) The reactants are [I:1][C:2]1[CH:3]=[C:4]2[C:9](=[CH:10][CH:11]=1)[C:8](=[O:12])[NH:7][C:6](=[O:13])/[C:5]/2=[CH:14]\[NH:15][C:16]1[CH:21]=[CH:20][C:19]([N:22]2[CH2:27][CH2:26][NH:25][CH2:24][CH2:23]2)=[CH:18][CH:17]=1.C(O[BH-](OC(=O)C)OC(=O)C)(=O)C.[Na+].[CH3:42][N:43]([CH3:48])[CH2:44][C:45](=O)[CH3:46].C(O)(=O)C.C(=O)(O)[O-].[Na+]. The catalyst is CN1CCCC1=O.C(Cl)Cl. The product is [CH3:42][N:43]([CH3:48])[CH2:44][CH:45]([N:25]1[CH2:24][CH2:23][N:22]([C:19]2[CH:18]=[CH:17][C:16]([NH:15]/[CH:14]=[C:5]3\[C:6](=[O:13])[NH:7][C:8](=[O:12])[C:9]4[C:4]\3=[CH:3][C:2]([I:1])=[CH:11][CH:10]=4)=[CH:21][CH:20]=2)[CH2:27][CH2:26]1)[CH3:46]. The yield is 0.570.